Dataset: Peptide-MHC class II binding affinity with 134,281 pairs from IEDB. Task: Regression. Given a peptide amino acid sequence and an MHC pseudo amino acid sequence, predict their binding affinity value. This is MHC class II binding data. (1) The peptide sequence is MEKNVTVTHAQDILEKT. The MHC is DRB1_1101 with pseudo-sequence DRB1_1101. The binding affinity (normalized) is 0.266. (2) The binding affinity (normalized) is 0.785. The MHC is DRB1_0401 with pseudo-sequence DRB1_0401. The peptide sequence is NEDHWFSRGNSLSGV. (3) The peptide sequence is ESWGAVWRIDTPDKL. The MHC is DRB1_0301 with pseudo-sequence DRB1_0301. The binding affinity (normalized) is 0.375. (4) The peptide sequence is FVVTGRVYCDPCRAG. The MHC is DRB1_1101 with pseudo-sequence DRB1_1101. The binding affinity (normalized) is 0.494. (5) The MHC is HLA-DQA10201-DQB10301 with pseudo-sequence HLA-DQA10201-DQB10301. The binding affinity (normalized) is 0.587. The peptide sequence is MLHWSLILPGIKAQQ. (6) The peptide sequence is KYRWLNLSANGDLRL. The MHC is DRB1_0101 with pseudo-sequence DRB1_0101. The binding affinity (normalized) is 1.00. (7) The peptide sequence is IGMTNRATWASHIHL. The MHC is DRB5_0101 with pseudo-sequence DRB5_0101. The binding affinity (normalized) is 0.661.